Predict which catalyst facilitates the given reaction. From a dataset of Catalyst prediction with 721,799 reactions and 888 catalyst types from USPTO. Reactant: [C:1]([O:5][C:6]([NH:8][CH:9]([C:21]1[CH:26]=[CH:25][C:24]([CH3:27])=[CH:23][CH:22]=1)[C:10]([O:12][C@@H:13]1[CH:18]2[CH2:19][CH2:20][N:15]([CH2:16][CH2:17]2)[CH2:14]1)=[O:11])=[O:7])([CH3:4])([CH3:3])[CH3:2].[Br:28][CH2:29][C:30]([C:32]1[CH:37]=[CH:36][CH:35]=[CH:34][CH:33]=1)=[O:31]. Product: [Br-:28].[C:1]([O:5][C:6]([NH:8][CH:9]([C:21]1[CH:26]=[CH:25][C:24]([CH3:27])=[CH:23][CH:22]=1)[C:10]([O:12][C@@H:13]1[CH:18]2[CH2:17][CH2:16][N+:15]([CH2:29][C:30](=[O:31])[C:32]3[CH:37]=[CH:36][CH:35]=[CH:34][CH:33]=3)([CH2:20][CH2:19]2)[CH2:14]1)=[O:11])=[O:7])([CH3:4])([CH3:3])[CH3:2]. The catalyst class is: 25.